This data is from Catalyst prediction with 721,799 reactions and 888 catalyst types from USPTO. The task is: Predict which catalyst facilitates the given reaction. (1) Reactant: [Sn](Cl)Cl.[CH3:4][N:5]([CH3:21])[CH2:6][C:7]([CH3:20])([CH3:19])[CH2:8][NH:9][C:10]1[CH:15]=[CH:14][CH:13]=[CH:12][C:11]=1[N+:16]([O-])=O.[OH-].[Na+]. Product: [CH3:21][N:5]([CH3:4])[CH2:6][C:7]([CH3:19])([CH3:20])[CH2:8][NH:9][C:10]1[C:11]([NH2:16])=[CH:12][CH:13]=[CH:14][CH:15]=1. The catalyst class is: 33. (2) Reactant: Cl.CN(C)CCCN=C=NCC.[NH2:13][C:14](=[N:20][OH:21])[C:15]([O:17][CH2:18][CH3:19])=[O:16].[Br:22][C:23]1[CH:24]=[C:25]([CH:29]=[C:30]([Br:33])[C:31]=1[OH:32])[C:26](O)=O. Product: [Br:22][C:23]1[CH:24]=[C:25]([C:26]2[O:21][N:20]=[C:14]([C:15]([O:17][CH2:18][CH3:19])=[O:16])[N:13]=2)[CH:29]=[C:30]([Br:33])[C:31]=1[OH:32]. The catalyst class is: 17.